Dataset: Catalyst prediction with 721,799 reactions and 888 catalyst types from USPTO. Task: Predict which catalyst facilitates the given reaction. (1) Reactant: C(OC([O:8][NH:9][C:10](=[O:35])[C:11]1[CH:16]=[CH:15][C:14]([N:17]2[CH2:22][CH:21]3[CH:19]([CH:20]3[NH:23][CH2:24][C:25]3[CH:34]=[CH:33][C:32]4[C:27](=[CH:28][CH:29]=[CH:30][CH:31]=4)[CH:26]=3)[CH2:18]2)=[CH:13][CH:12]=1)C)C(C)C.Cl. Product: [OH:8][NH:9][C:10](=[O:35])[C:11]1[CH:16]=[CH:15][C:14]([N:17]2[CH2:22][CH:21]3[CH:19]([CH:20]3[NH:23][CH2:24][C:25]3[CH:34]=[CH:33][C:32]4[C:27](=[CH:28][CH:29]=[CH:30][CH:31]=4)[CH:26]=3)[CH2:18]2)=[CH:13][CH:12]=1. The catalyst class is: 135. (2) Reactant: [CH3:1][CH:2]([O:4][C:5]1[CH:6]=[C:7]([O:17][C:18]2[CH:23]=[CH:22][C:21]([S:24]([CH3:27])(=[O:26])=[O:25])=[CH:20][CH:19]=2)[CH:8]=[C:9]2[C:13]=1[NH:12][C:11]([C:14]([NH2:16])=O)=[CH:10]2)[CH3:3].COC1C=CC(P2(SP(C3C=CC(OC)=CC=3)(=S)S2)=[S:37])=CC=1. Product: [CH3:1][CH:2]([O:4][C:5]1[CH:6]=[C:7]([O:17][C:18]2[CH:19]=[CH:20][C:21]([S:24]([CH3:27])(=[O:25])=[O:26])=[CH:22][CH:23]=2)[CH:8]=[C:9]2[C:13]=1[NH:12][C:11]([C:14](=[S:37])[NH2:16])=[CH:10]2)[CH3:3]. The catalyst class is: 7. (3) Reactant: [CH3:1][N:2]1[CH:6]=[C:5]([C:7]([OH:9])=O)[N:4]=[CH:3]1.O.ON1C2C=CC=CC=2N=N1.Cl.CN(C)CCCN=C=NCC.[Br:33][C:34]1[CH:39]=[C:38]([CH2:40][NH:41][CH:42]([CH3:44])[CH3:43])[CH:37]=[CH:36][N:35]=1. Product: [Br:33][C:34]1[CH:39]=[C:38]([CH2:40][N:41]([CH:42]([CH3:44])[CH3:43])[C:7]([C:5]2[N:4]=[CH:3][N:2]([CH3:1])[CH:6]=2)=[O:9])[CH:37]=[CH:36][N:35]=1. The catalyst class is: 10. (4) Reactant: CN(C(ON1N=NC2C=CC=NC1=2)=[N+](C)C)C.F[P-](F)(F)(F)(F)F.FC(F)(F)C([O-])=O.[C:32]([C:34]1[C:35]([CH3:51])=[C:36]([C@@H:41]2[O:46][CH2:45][C@@H:44]3[CH2:47][NH2+:48][CH2:49][CH2:50][N:43]3[CH2:42]2)[CH:37]=[CH:38][C:39]=1[F:40])#[N:33].[N:52]1([C:57]2[N:62]=[CH:61][C:60]([CH2:63][C:64](O)=[O:65])=[CH:59][N:58]=2)[CH:56]=[N:55][N:54]=[N:53]1.C(N(CC)CC)C. Product: [F:40][C:39]1[C:34]([C:32]#[N:33])=[C:35]([CH3:51])[C:36]([C@@H:41]2[O:46][CH2:45][C@@H:44]3[CH2:47][N:48]([C:64](=[O:65])[CH2:63][C:60]4[CH:59]=[N:58][C:57]([N:52]5[CH:56]=[N:55][N:54]=[N:53]5)=[N:62][CH:61]=4)[CH2:49][CH2:50][N:43]3[CH2:42]2)=[CH:37][CH:38]=1. The catalyst class is: 3. (5) Reactant: C(OC[N:9]1[C:18](=[O:19])[C:17]2[C:12](=[CH:13][C:14]([O:21][CH3:22])=[CH:15][C:16]=2[OH:20])[N:11]=[CH:10]1)(=O)C(C)(C)C.[O:23]1[CH2:28][CH2:27][CH:26](O)[CH2:25][CH2:24]1.C1C=CC(P(C2C=CC=CC=2)C2C=CC=CC=2)=CC=1.N(C(OC(C)(C)C)=O)=NC(OC(C)(C)C)=O. Product: [CH3:22][O:21][C:14]1[CH:13]=[C:12]2[C:17]([C:18](=[O:19])[NH:9][CH:10]=[N:11]2)=[C:16]([O:20][CH:26]2[CH2:27][CH2:28][O:23][CH2:24][CH2:25]2)[CH:15]=1. The catalyst class is: 2.